Dataset: Forward reaction prediction with 1.9M reactions from USPTO patents (1976-2016). Task: Predict the product of the given reaction. (1) Given the reactants [N:1]1([CH2:10][C:11]2[CH:12]=[C:13]([NH2:17])[CH:14]=[CH:15][CH:16]=2)[C:9]2[C:4](=[CH:5][CH:6]=[CH:7][CH:8]=2)[CH:3]=[CH:2]1.[Cl:18][C:19]1[CH:24]=[C:23](Cl)[N:22]=[CH:21][N:20]=1.C(N(CC)C(C)C)(C)C, predict the reaction product. The product is: [Cl:18][C:19]1[N:20]=[CH:21][N:22]=[C:23]([NH:17][C:13]2[CH:14]=[CH:15][CH:16]=[C:11]([CH2:10][N:1]3[C:9]4[C:4](=[CH:5][CH:6]=[CH:7][CH:8]=4)[CH:3]=[CH:2]3)[CH:12]=2)[CH:24]=1. (2) Given the reactants Cl.[NH2:2][C@H:3]([C:5]1[C:6](=[O:16])[NH:7][C:8]2[C:13]([CH:14]=1)=[CH:12][C:11]([Cl:15])=[CH:10][CH:9]=2)[CH3:4].F[C:18]1[C:23]([F:24])=[C:22]([I:25])[CH:21]=[CH:20][N:19]=1.C([O-])([O-])=O.[K+].[K+], predict the reaction product. The product is: [Cl:15][C:11]1[CH:12]=[C:13]2[C:8](=[CH:9][CH:10]=1)[NH:7][C:6](=[O:16])[C:5]([C@@H:3]([NH:2][C:18]1[C:23]([F:24])=[C:22]([I:25])[CH:21]=[CH:20][N:19]=1)[CH3:4])=[CH:14]2. (3) Given the reactants [CH:1]1([CH2:4][O:5][C:6]2[N:11]=[C:10]([C:12]([OH:14])=O)[CH:9]=[CH:8][C:7]=2[CH3:15])[CH2:3][CH2:2]1.[CH:16]1([CH2:19][C@H:20]([NH2:27])[C:21]2[N:25]=[C:24]([CH3:26])[O:23][N:22]=2)[CH2:18][CH2:17]1, predict the reaction product. The product is: [CH:16]1([CH2:19][C@H:20]([NH:27][C:12]([C:10]2[CH:9]=[CH:8][C:7]([CH3:15])=[C:6]([O:5][CH2:4][CH:1]3[CH2:2][CH2:3]3)[N:11]=2)=[O:14])[C:21]2[N:25]=[C:24]([CH3:26])[O:23][N:22]=2)[CH2:18][CH2:17]1. (4) Given the reactants C(OC(=O)[N:7](C)[C@@H:8]([C:16](=[O:24])[NH:17][CH2:18][CH:19]1[CH2:23][CH2:22][CH2:21][O:20]1)[CH2:9][C:10]1[CH:15]=[CH:14][CH:13]=[CH:12][CH:11]=1)(C)(C)C.F[C:28](F)(F)C(O)=O.C(=O)([O-])O.[Na+].C(=O)([O-])[O-].[Na+].[Na+].C(=O)([O-])O.[Na+], predict the reaction product. The product is: [CH3:28][C@@:8]([NH2:7])([CH2:9][C:10]1[CH:11]=[CH:12][CH:13]=[CH:14][CH:15]=1)[C:16]([NH:17][CH2:18][CH:19]1[CH2:23][CH2:22][CH2:21][O:20]1)=[O:24]. (5) Given the reactants C(CN)[OH:2].[S:5]([NH:21][C@H:22]([C:28]([OH:30])=[O:29])[CH2:23][CH2:24][CH2:25][CH2:26][NH2:27])([C:8]1[C:20]2[CH:19]=[CH:18][CH:17]=[C:13]([N:14]([CH3:16])[CH3:15])[C:12]=2[CH:11]=[CH:10][CH:9]=1)(=[O:7])=[O:6].C(N(CC)CC)C.[C:38]1(=[O:44])[O:43][C:41](=[O:42])[CH2:40][CH2:39]1, predict the reaction product. The product is: [C:38]([OH:43])(=[O:44])[CH2:39][CH2:40][C:41]([OH:2])=[O:42].[S:5]([NH:21][C@H:22]([C:28]([OH:30])=[O:29])[CH2:23][CH2:24][CH2:25][CH2:26][NH2:27])([C:8]1[C:20]2[CH:19]=[CH:18][CH:17]=[C:13]([N:14]([CH3:16])[CH3:15])[C:12]=2[CH:11]=[CH:10][CH:9]=1)(=[O:6])=[O:7]. (6) Given the reactants [C:1]([O:5][C:6]([N:8]1[CH2:12][CH2:11][CH:10]([OH:13])[CH:9]1[CH2:14][CH2:15][NH:16][C:17]([O:19][CH2:20][C:21]1[CH:26]=[CH:25][CH:24]=[CH:23][CH:22]=1)=[O:18])=[O:7])([CH3:4])([CH3:3])[CH3:2].CCN(C(C)C)C(C)C.[CH3:36][S:37](Cl)(=[O:39])=[O:38], predict the reaction product. The product is: [C:1]([O:5][C:6]([N:8]1[CH2:12][CH2:11][CH:10]([O:13][S:37]([CH3:36])(=[O:39])=[O:38])[CH:9]1[CH2:14][CH2:15][NH:16][C:17]([O:19][CH2:20][C:21]1[CH:22]=[CH:23][CH:24]=[CH:25][CH:26]=1)=[O:18])=[O:7])([CH3:4])([CH3:2])[CH3:3]. (7) The product is: [CH2:11]([O:13][C:14](=[O:26])[C:15]1[CH:20]=[C:19]([O:21][CH3:22])[C:18]([O:23][CH3:24])=[CH:17][C:16]=1[NH:25][C:8](=[O:9])[CH2:7][CH2:3][C:4]([O:5][CH2:31][CH3:32])=[O:33])[CH3:12]. Given the reactants C([CH:3]([CH2:7][C:8](Cl)=[O:9])[C:4](Cl)=[O:5])C.[CH2:11]([O:13][C:14](=[O:26])[C:15]1[CH:20]=[C:19]([O:21][CH3:22])[C:18]([O:23][CH3:24])=[CH:17][C:16]=1[NH2:25])[CH3:12].N1[CH:32]=[CH:31]C=CC=1.[OH2:33], predict the reaction product. (8) Given the reactants [Cl:1][C:2]1[N:10]=[CH:9][N:8]=[C:7]2[C:3]=1[N:4]=[CH:5][NH:6]2.I[CH2:12][CH3:13].C(=O)([O-])[O-].[K+].[K+], predict the reaction product. The product is: [Cl:1][C:2]1[N:10]=[CH:9][N:8]=[C:7]2[C:3]=1[N:4]=[CH:5][N:6]2[CH2:12][CH3:13].